Dataset: NCI-60 drug combinations with 297,098 pairs across 59 cell lines. Task: Regression. Given two drug SMILES strings and cell line genomic features, predict the synergy score measuring deviation from expected non-interaction effect. (1) Drug 1: CCC1=CC2CC(C3=C(CN(C2)C1)C4=CC=CC=C4N3)(C5=C(C=C6C(=C5)C78CCN9C7C(C=CC9)(C(C(C8N6C)(C(=O)OC)O)OC(=O)C)CC)OC)C(=O)OC.C(C(C(=O)O)O)(C(=O)O)O. Drug 2: C1CN(P(=O)(OC1)NCCCl)CCCl. Cell line: UACC62. Synergy scores: CSS=51.5, Synergy_ZIP=5.15, Synergy_Bliss=5.01, Synergy_Loewe=-59.4, Synergy_HSA=5.21. (2) Drug 1: CC1=C(C(=CC=C1)Cl)NC(=O)C2=CN=C(S2)NC3=CC(=NC(=N3)C)N4CCN(CC4)CCO. Drug 2: CC1CCCC2(C(O2)CC(NC(=O)CC(C(C(=O)C(C1O)C)(C)C)O)C(=CC3=CSC(=N3)C)C)C. Cell line: T-47D. Synergy scores: CSS=32.7, Synergy_ZIP=-0.479, Synergy_Bliss=-1.43, Synergy_Loewe=-3.09, Synergy_HSA=0.0578. (3) Drug 1: CC1OCC2C(O1)C(C(C(O2)OC3C4COC(=O)C4C(C5=CC6=C(C=C35)OCO6)C7=CC(=C(C(=C7)OC)O)OC)O)O. Drug 2: C(=O)(N)NO. Cell line: CCRF-CEM. Synergy scores: CSS=60.9, Synergy_ZIP=-5.53, Synergy_Bliss=-2.36, Synergy_Loewe=-2.76, Synergy_HSA=1.70. (4) Drug 1: CCC1=CC2CC(C3=C(CN(C2)C1)C4=CC=CC=C4N3)(C5=C(C=C6C(=C5)C78CCN9C7C(C=CC9)(C(C(C8N6C)(C(=O)OC)O)OC(=O)C)CC)OC)C(=O)OC.C(C(C(=O)O)O)(C(=O)O)O. Drug 2: C1=NC2=C(N1)C(=S)N=CN2. Cell line: SNB-75. Synergy scores: CSS=28.2, Synergy_ZIP=-15.7, Synergy_Bliss=-14.4, Synergy_Loewe=-12.4, Synergy_HSA=-10.5. (5) Drug 1: CC(C1=C(C=CC(=C1Cl)F)Cl)OC2=C(N=CC(=C2)C3=CN(N=C3)C4CCNCC4)N. Drug 2: C1=NC2=C(N=C(N=C2N1C3C(C(C(O3)CO)O)F)Cl)N. Cell line: NCI/ADR-RES. Synergy scores: CSS=23.2, Synergy_ZIP=-0.368, Synergy_Bliss=-5.61, Synergy_Loewe=-22.8, Synergy_HSA=-6.09. (6) Cell line: K-562. Drug 2: COCCOC1=C(C=C2C(=C1)C(=NC=N2)NC3=CC=CC(=C3)C#C)OCCOC.Cl. Drug 1: CC1C(C(CC(O1)OC2CC(CC3=C2C(=C4C(=C3O)C(=O)C5=C(C4=O)C(=CC=C5)OC)O)(C(=O)CO)O)N)O.Cl. Synergy scores: CSS=5.28, Synergy_ZIP=-1.28, Synergy_Bliss=4.01, Synergy_Loewe=0.764, Synergy_HSA=2.72. (7) Drug 1: CC1=C(C(CCC1)(C)C)C=CC(=CC=CC(=CC(=O)O)C)C. Drug 2: CC1=C(N=C(N=C1N)C(CC(=O)N)NCC(C(=O)N)N)C(=O)NC(C(C2=CN=CN2)OC3C(C(C(C(O3)CO)O)O)OC4C(C(C(C(O4)CO)O)OC(=O)N)O)C(=O)NC(C)C(C(C)C(=O)NC(C(C)O)C(=O)NCCC5=NC(=CS5)C6=NC(=CS6)C(=O)NCCC[S+](C)C)O. Cell line: CAKI-1. Synergy scores: CSS=33.6, Synergy_ZIP=-7.95, Synergy_Bliss=-9.94, Synergy_Loewe=-9.88, Synergy_HSA=-3.33. (8) Drug 1: C1=NC2=C(N1)C(=S)N=C(N2)N. Drug 2: C1=CC=C(C(=C1)C(C2=CC=C(C=C2)Cl)C(Cl)Cl)Cl. Cell line: UACC62. Synergy scores: CSS=31.4, Synergy_ZIP=1.89, Synergy_Bliss=2.22, Synergy_Loewe=-17.1, Synergy_HSA=2.18.